Dataset: Catalyst prediction with 721,799 reactions and 888 catalyst types from USPTO. Task: Predict which catalyst facilitates the given reaction. (1) Reactant: [H-].[Na+].[Cl:3][C:4]1[CH:5]=[C:6]([C:23]2[CH2:24][CH2:25][C:26](=[O:29])[NH:27][N:28]=2)[CH:7]=[CH:8][C:9]=1[O:10][CH2:11][CH2:12][CH2:13][O:14][CH2:15][C:16]1[CH:21]=[CH:20][C:19]([OH:22])=[CH:18][CH:17]=1.ClC1C=C(C2CCC(=O)NN=2)[CH:39]=[CH:38][C:32]=1[O:33]CC(O)=O.[Cl-].[NH4+]. Product: [Cl:3][C:4]1[CH:5]=[C:6]([C:23]2[CH2:24][CH2:25][C:26](=[O:29])[NH:27][N:28]=2)[CH:7]=[CH:8][C:9]=1[O:10][CH2:11][CH2:12][CH2:13][O:14][CH2:15][C:16]1[CH:21]=[CH:20][C:19]([O:22][CH2:39][C@@H:38]2[CH2:32][O:33]2)=[CH:18][CH:17]=1. The catalyst class is: 9. (2) Reactant: [Br:1][C:2]1[CH:3]=[CH:4][C:5]([CH3:12])=[C:6]([CH:11]=1)[C:7]([O:9]C)=[O:8].[OH-].[Na+].Cl. Product: [Br:1][C:2]1[CH:3]=[CH:4][C:5]([CH3:12])=[C:6]([CH:11]=1)[C:7]([OH:9])=[O:8]. The catalyst class is: 24. (3) Reactant: Cl[C:2]1[N:7]=[CH:6][N:5]=[C:4]([NH2:8])[C:3]=1[C:9]1[N:13]=[CH:12][N:11]([CH3:14])[N:10]=1.[NH2:15][C@H:16]([C:18]1[N:27]([CH:28]2[CH2:30][CH2:29]2)[C:26](=[O:31])[C:25]2[C:20](=[CH:21][CH:22]=[CH:23][C:24]=2[Cl:32])[N:19]=1)[CH3:17].CCN(C(C)C)C(C)C.C(Cl)Cl.CO. Product: [NH2:8][C:4]1[N:5]=[CH:6][N:7]=[C:2]([NH:15][C@H:16]([C:18]2[N:27]([CH:28]3[CH2:30][CH2:29]3)[C:26](=[O:31])[C:25]3[C:20](=[CH:21][CH:22]=[CH:23][C:24]=3[Cl:32])[N:19]=2)[CH3:17])[C:3]=1[C:9]1[N:13]=[CH:12][N:11]([CH3:14])[N:10]=1. The catalyst class is: 114.